This data is from Forward reaction prediction with 1.9M reactions from USPTO patents (1976-2016). The task is: Predict the product of the given reaction. The product is: [Cl:61][C:58]1[CH:59]=[CH:60][C:55]([CH2:51][C@@H:47]([NH:46][C:44](=[O:45])[O:43][C:39]([CH3:42])([CH3:41])[CH3:40])[C:48]([N:36]2[CH2:35][CH2:34][N:33]([C:19]3[C:18]([C:12]4[CH:17]=[CH:16][CH:15]=[CH:14][CH:13]=4)=[CH:23][N:22]=[C:21]4[NH:24][N:25]=[C:26]([O:27][CH2:28][C@@H:29]([OH:32])[CH2:30][OH:31])[C:20]=34)[CH2:38][CH2:37]2)=[O:69])=[CH:56][CH:57]=1. Given the reactants CCN(C(C)C)C(C)C.Cl.Cl.[C:12]1([C:18]2[C:19]([N:33]3[CH2:38][CH2:37][NH:36][CH2:35][CH2:34]3)=[C:20]3[C:26]([O:27][CH2:28][C@@H:29]([OH:32])[CH2:30][OH:31])=[N:25][NH:24][C:21]3=[N:22][CH:23]=2)[CH:17]=[CH:16][CH:15]=[CH:14][CH:13]=1.[C:39]([O:43][C:44]([N:46]1CC[CH2:48][C@H:47]1[C@H:51]([C:55]1[CH:60]=[CH:59][C:58]([Cl:61])=[CH:57][CH:56]=1)C(O)=O)=[O:45])([CH3:42])([CH3:41])[CH3:40].CN(C([O:69]N1N=NC2C=CC=CC1=2)=[N+](C)C)C.[B-](F)(F)(F)F, predict the reaction product.